This data is from Full USPTO retrosynthesis dataset with 1.9M reactions from patents (1976-2016). The task is: Predict the reactants needed to synthesize the given product. (1) Given the product [Br:1][C:2]1[CH:11]=[CH:10][C:9]2[N:8]=[C:7]([Cl:28])[N:6]3[N:13]=[CH:14][N:15]=[C:5]3[C:4]=2[C:3]=1[F:16], predict the reactants needed to synthesize it. The reactants are: [Br:1][C:2]1[CH:11]=[CH:10][C:9]2[NH:8][C:7](=O)[N:6]3[N:13]=[CH:14][N:15]=[C:5]3[C:4]=2[C:3]=1[F:16].C(N(CC)C(C)C)(C)C.O=P(Cl)(Cl)[Cl:28]. (2) The reactants are: Br[CH2:2][C:3]([C:5]1[C:13]2[C:8](=[N:9][CH:10]=[CH:11][C:12]=2[F:14])[NH:7][CH:6]=1)=O.[NH2:15][C:16]([NH2:18])=[S:17]. Given the product [F:14][C:12]1[CH:11]=[CH:10][N:9]=[C:8]2[NH:7][CH:6]=[C:5]([C:3]3[N:15]=[C:16]([NH2:18])[S:17][CH:2]=3)[C:13]=12, predict the reactants needed to synthesize it. (3) Given the product [Br:1][C:2]1[CH:3]=[C:4]2[N:10]=[C:9]([C:11]3[CH:16]=[CH:15][C:14]([O:17][CH2:18][CH2:19][CH2:20][N:24]4[CH2:29][CH2:28][O:27][CH2:26][CH2:25]4)=[CH:13][CH:12]=3)[NH:8][C:5]2=[N:6][CH:7]=1, predict the reactants needed to synthesize it. The reactants are: [Br:1][C:2]1[CH:3]=[C:4]2[N:10]=[C:9]([C:11]3[CH:16]=[CH:15][C:14]([O:17][CH2:18][CH2:19][CH2:20]Cl)=[CH:13][CH:12]=3)[NH:8][C:5]2=[N:6][CH:7]=1.[I-].[Li+].[NH:24]1[CH2:29][CH2:28][O:27][CH2:26][CH2:25]1. (4) The reactants are: [CH2:1]([O:8][C:9]1[CH:15]=[CH:14][C:12]([NH2:13])=[CH:11][CH:10]=1)[CH2:2][CH2:3][CH2:4][CH2:5][CH2:6][CH3:7].C(OC([NH:23][C@H:24]([C:28](O)=[O:29])[C@@H:25]([CH3:27])[OH:26])=O)(C)(C)C. Given the product [NH2:23][C@@H:24]([C@H:25]([OH:26])[CH3:27])[C:28]([NH:13][C:12]1[CH:14]=[CH:15][C:9]([O:8][CH2:1][CH2:2][CH2:3][CH2:4][CH2:5][CH2:6][CH3:7])=[CH:10][CH:11]=1)=[O:29], predict the reactants needed to synthesize it. (5) Given the product [OH:5][C:3]([C:2]([F:7])([F:6])[F:1])=[O:4].[F:8][C:9]1[N:14]=[CH:13][C:12]([N:15]2[CH2:19][CH:18]([C:20]([OH:22])=[O:21])[N:17]([CH3:27])[C:16]2=[O:28])=[CH:11][CH:10]=1, predict the reactants needed to synthesize it. The reactants are: [F:1][C:2]([F:7])([F:6])[C:3]([OH:5])=[O:4].[F:8][C:9]1[N:14]=[CH:13][C:12]([N:15]2[CH2:19][CH:18]([C:20]([O:22]C(C)(C)C)=[O:21])[N:17]([CH3:27])[C:16]2=[O:28])=[CH:11][CH:10]=1. (6) Given the product [F:1][C:2]1[C:3]([F:53])=[CH:4][C:5]2[C:10]3[C:11]4[C:50](=[O:51])[NH:49][C:48](=[O:52])[C:12]=4[C:13]4[C:14]5[C:19]([N:20]([C@@H:22]6[O:43][C@H:42]([CH:44]([I:67])[OH:45])[CH2:41][C@H:32]([O:33][CH2:34][C:35]7[CH:36]=[CH:37][CH:38]=[CH:39][CH:40]=7)[C@H:23]6[O:24][CH2:25][C:26]6[CH:31]=[CH:30][CH:29]=[CH:28][CH:27]=6)[C:21]=4[C:9]=3[NH:8][C:6]=2[CH:7]=1)=[CH:18][C:17]([F:46])=[C:16]([F:47])[CH:15]=5, predict the reactants needed to synthesize it. The reactants are: [F:1][C:2]1[C:3]([F:53])=[CH:4][C:5]2[C:10]3[C:11]4[C:50](=[O:51])[NH:49][C:48](=[O:52])[C:12]=4[C:13]4[C:14]5[C:19]([N:20]([C@@H:22]6[O:43][C@H:42]([CH2:44][OH:45])[CH2:41][C@H:32]([O:33][CH2:34][C:35]7[CH:40]=[CH:39][CH:38]=[CH:37][CH:36]=7)[C@H:23]6[O:24][CH2:25][C:26]6[CH:31]=[CH:30][CH:29]=[CH:28][CH:27]=6)[C:21]=4[C:9]=3[NH:8][C:6]=2[CH:7]=1)=[CH:18][C:17]([F:46])=[C:16]([F:47])[CH:15]=5.C(N(CC)CC)C.CS(Cl)(=O)=O.[Na+].[I-:67]. (7) Given the product [N:49]12[CH2:54][CH2:53][CH:52]([CH2:51][CH2:50]1)[C@H:47]([NH:46][C:17]([C:13]1[CH:14]=[CH:15][CH:16]=[C:10]3[O:9][C:8]([C:5]4[CH:6]=[CH:7][C:2]([Cl:1])=[CH:3][C:4]=4[O:20][CH3:21])=[N:12][C:11]=13)=[O:18])[CH2:48]2, predict the reactants needed to synthesize it. The reactants are: [Cl:1][C:2]1[CH:7]=[CH:6][C:5]([C:8]2[O:9][C:10]3[C:11](=[C:13]([C:17](O)=[O:18])[CH:14]=[CH:15][CH:16]=3)[N:12]=2)=[C:4]([O:20][CH3:21])[CH:3]=1.Cl.C(N=C=NCCCN(C)C)C.ON1C2C=CC=CC=2N=N1.Cl.Cl.[NH2:46][C@H:47]1[CH:52]2[CH2:53][CH2:54][N:49]([CH2:50][CH2:51]2)[CH2:48]1.C(N(CC)CC)C. (8) Given the product [CH3:16][C:15]1[C:10]2[CH:11]=[CH:12][CH:13]=[CH:14][C:9]=2[O:18][N:17]=1, predict the reactants needed to synthesize it. The reactants are: C(OC(=O)C)(=O)C.O[C:9]1[CH:14]=[CH:13][CH:12]=[CH:11][C:10]=1[C:15](=[N:17][OH:18])[CH3:16].C(=O)([O-])[O-].[K+].[K+].C(OCC)(=O)C.